From a dataset of Full USPTO retrosynthesis dataset with 1.9M reactions from patents (1976-2016). Predict the reactants needed to synthesize the given product. (1) The reactants are: [C:1]([O:5][C:6]([NH:8][C@H:9]1[CH2:14][CH2:13][C@H:12]([C:15](OC)=[O:16])[CH2:11][CH2:10]1)=[O:7])([CH3:4])([CH3:3])[CH3:2]. Given the product [OH:16][CH2:15][C@H:12]1[CH2:11][CH2:10][C@H:9]([NH:8][C:6](=[O:7])[O:5][C:1]([CH3:3])([CH3:2])[CH3:4])[CH2:14][CH2:13]1, predict the reactants needed to synthesize it. (2) Given the product [CH3:18][O:17][C:11]1[CH:10]=[C:9]([CH2:8][CH:2]([NH:1][C:27]([C:26]2[CH:30]=[CH:31][C:23]([O:22][CH:19]([CH3:21])[CH3:20])=[CH:24][CH:25]=2)=[O:28])[C:3]([O:5][CH2:6][CH3:7])=[O:4])[CH:14]=[CH:13][C:12]=1[O:15][CH3:16], predict the reactants needed to synthesize it. The reactants are: [NH2:1][CH:2]([CH2:8][C:9]1[CH:14]=[CH:13][C:12]([O:15][CH3:16])=[C:11]([O:17][CH3:18])[CH:10]=1)[C:3]([O:5][CH2:6][CH3:7])=[O:4].[CH:19]([O:22][C:23]1[CH:31]=[CH:30][C:26]([C:27](O)=[O:28])=[CH:25][CH:24]=1)([CH3:21])[CH3:20].O.ON1C2C=CC=CC=2N=N1.C1(N=C=NC2CCCCC2)CCCCC1.